From a dataset of Reaction yield outcomes from USPTO patents with 853,638 reactions. Predict the reaction yield, written as a fraction of the theoretical maximum amount of product (1.0 means a 100% yield; for example, 0.34 means a 34% yield). (1) The reactants are [N+:1]([C:4]1[CH:13]=[C:12]2[C:7]([CH:8]=[C:9]([C:14]([OH:16])=O)[N:10]=[CH:11]2)=[CH:6][CH:5]=1)([O-:3])=[O:2].CN(C(ON1N=NC2C=CC=CC1=2)=[N+](C)C)C.F[P-](F)(F)(F)(F)F.CCN(C(C)C)C(C)C.[NH:50]1[CH:54]=[CH:53][N:52]=[C:51]1[NH:55][C:56]([C:58]1[C:66]2[NH:65][C:64]([NH2:67])=[N:63][C:62]=2[CH:61]=[CH:60][CH:59]=1)=[O:57]. The yield is 0.0900. The product is [NH:52]1[CH:53]=[CH:54][N:50]=[C:51]1[NH:55][C:56]([C:58]1[C:66]2[NH:65][C:64]([NH:67][C:14]([C:9]3[N:10]=[CH:11][C:12]4[C:7]([CH:8]=3)=[CH:6][CH:5]=[C:4]([N+:1]([O-:3])=[O:2])[CH:13]=4)=[O:16])=[N:63][C:62]=2[CH:61]=[CH:60][CH:59]=1)=[O:57]. The catalyst is CN(C=O)C. (2) The reactants are [N:1]12[CH2:8][CH2:7][CH:4]([CH2:5][CH2:6]1)[C@H:3]([O:9][C:10]1[CH:11]=[CH:12][C:13]3[C:17]4[CH:18]=[CH:19][C:20]([O:22][C@H:23]5[CH:28]6[CH2:29][CH2:30][N:25]([CH2:26][CH2:27]6)[CH2:24]5)=[CH:21][C:16]=4[S:15][C:14]=3[CH:31]=1)[CH2:2]2.O.[C:33]1([CH3:43])[CH:38]=[CH:37][C:36]([S:39]([OH:42])(=[O:41])=[O:40])=[CH:35][CH:34]=1. The catalyst is C(OCC)(=O)C.C(O)C. The product is [C:33]1([CH3:43])[CH:34]=[CH:35][C:36]([S:39]([OH:42])(=[O:40])=[O:41])=[CH:37][CH:38]=1.[N:1]12[CH2:6][CH2:5][CH:4]([CH2:7][CH2:8]1)[C@H:3]([O:9][C:10]1[CH:11]=[CH:12][C:13]3[C:17]4[CH:18]=[CH:19][C:20]([O:22][C@H:23]5[CH:28]6[CH2:27][CH2:26][N:25]([CH2:30][CH2:29]6)[CH2:24]5)=[CH:21][C:16]=4[S:15][C:14]=3[CH:31]=1)[CH2:2]2. The yield is 0.940.